Dataset: Full USPTO retrosynthesis dataset with 1.9M reactions from patents (1976-2016). Task: Predict the reactants needed to synthesize the given product. (1) Given the product [ClH:13].[CH3:8][C:7]1[C:2]([NH2:1])=[CH:3][C:4]([NH:9][C:10]2[N:19]=[C:18]([C:20]3[CH:21]=[N:22][CH:23]=[CH:24][CH:25]=3)[CH:17]=[CH:16][N:15]=2)=[CH:5][CH:6]=1, predict the reactants needed to synthesize it. The reactants are: [NH2:1][C:2]1[CH:3]=[C:4]([NH:9][C:10](=O)C)[CH:5]=[CH:6][C:7]=1[CH3:8].[Cl:13]C1[N:19]=[C:18]([C:20]2[CH:21]=[N:22][CH:23]=[CH:24][CH:25]=2)[CH:17]=[CH:16][N:15]=1.Cl. (2) Given the product [CH2:1]([O:8][C:9]1[N:10]=[N:11][C:12]([C:27]#[C:26][CH:25]([CH3:24])[CH3:35])=[CH:13][C:14]=1[O:15][CH2:16][C:17]1[CH:22]=[CH:21][CH:20]=[CH:19][CH:18]=1)[C:2]1[CH:7]=[CH:6][CH:5]=[CH:4][CH:3]=1, predict the reactants needed to synthesize it. The reactants are: [CH2:1]([O:8][C:9]1[N:10]=[N:11][C:12](Cl)=[CH:13][C:14]=1[O:15][CH2:16][C:17]1[CH:22]=[CH:21][CH:20]=[CH:19][CH:18]=1)[C:2]1[CH:7]=[CH:6][CH:5]=[CH:4][CH:3]=1.[CH2:24]1CCN2[C:27](=NCCC2)[CH2:26][CH2:25]1.[CH3:35]N(C=O)C. (3) Given the product [Cl:1][C:2]1[CH:3]=[C:4]([N+:9]([O-:11])=[O:10])[CH:5]=[CH:6][C:7]=1[S:12][C:13]1[N:18]=[CH:17][CH:16]=[CH:15][N:14]=1, predict the reactants needed to synthesize it. The reactants are: [Cl:1][C:2]1[CH:3]=[C:4]([N+:9]([O-:11])=[O:10])[CH:5]=[CH:6][C:7]=1F.[SH:12][C:13]1[N:18]=[CH:17][CH:16]=[CH:15][N:14]=1.